Dataset: Catalyst prediction with 721,799 reactions and 888 catalyst types from USPTO. Task: Predict which catalyst facilitates the given reaction. Reactant: [CH3:1][N:2]1[CH:6]=[C:5](B2OC(C)(C)C(C)(C)O2)[CH:4]=[N:3]1.[OH-].[Na+].[Cl:18][C:19]1[N:23]2[N:24]=[C:25](Cl)[CH:26]=[CH:27][C:22]2=[N:21][N:20]=1.O. Product: [Cl:18][C:19]1[N:23]2[N:24]=[C:25]([C:5]3[CH:4]=[N:3][N:2]([CH3:1])[CH:6]=3)[CH:26]=[CH:27][C:22]2=[N:21][N:20]=1. The catalyst class is: 57.